Task: Predict the reactants needed to synthesize the given product.. Dataset: Full USPTO retrosynthesis dataset with 1.9M reactions from patents (1976-2016) (1) Given the product [OH:2][CH2:1][C:3]1[CH:8]=[C:7]([CH3:9])[C:6]([CH2:10][CH2:11][C:12]([OH:14])=[O:13])=[C:5]([CH3:15])[CH:4]=1, predict the reactants needed to synthesize it. The reactants are: [CH:1]([C:3]1[CH:8]=[C:7]([CH3:9])[C:6]([CH:10]=[CH:11][C:12]([OH:14])=[O:13])=[C:5]([CH3:15])[CH:4]=1)=[O:2].CCN(C(C)C)C(C)C. (2) Given the product [CH2:4]([O:6][C:7](=[O:15])[C:8]1[CH:13]=[CH:12][CH:11]=[N:10][C:9]=1[O:2][CH3:1])[CH3:5], predict the reactants needed to synthesize it. The reactants are: [CH3:1][O-:2].[Na+].[CH2:4]([O:6][C:7](=[O:15])[C:8]1[CH:13]=[CH:12][CH:11]=[N:10][C:9]=1Cl)[CH3:5].